From a dataset of Forward reaction prediction with 1.9M reactions from USPTO patents (1976-2016). Predict the product of the given reaction. (1) Given the reactants [CH3:1][C:2]1([CH3:17])[C:10]2[C:5](=[CH:6][C:7]([C:11](=O)[CH3:12])=[CH:8][CH:9]=2)[C:4]([CH3:15])([CH3:14])[CH:3]1[CH3:16].[C:18](O)(=O)C.[CH:22]([NH2:24])=[NH:23], predict the reaction product. The product is: [CH3:1][C:2]1([CH3:17])[C:10]2[C:5](=[CH:6][C:7]([C:11]3[CH:12]=[CH:18][N:24]=[CH:22][N:23]=3)=[CH:8][CH:9]=2)[C:4]([CH3:15])([CH3:14])[CH:3]1[CH3:16]. (2) Given the reactants [Cl:1][C:2]1[CH:10]=[C:9]2[C:5]([C:6]([C:20]#[N:21])=[C:7]([C:12]3[CH:13]=[N:14][CH:15]=[C:16]([CH:18]=O)[CH:17]=3)[N:8]2[CH3:11])=[CH:4][CH:3]=1.[NH2:22][CH:23]1[CH2:28][CH2:27][N:26]([CH3:29])[CH2:25][CH2:24]1.[BH3-]C#N.[Na+].C(=O)C1C=CC=CC=1, predict the reaction product. The product is: [Cl:1][C:2]1[CH:10]=[C:9]2[C:5]([C:6]([C:20]#[N:21])=[C:7]([C:12]3[CH:13]=[N:14][CH:15]=[C:16]([CH2:18][NH:22][CH:23]4[CH2:28][CH2:27][N:26]([CH3:29])[CH2:25][CH2:24]4)[CH:17]=3)[N:8]2[CH3:11])=[CH:4][CH:3]=1. (3) Given the reactants C[Si]([N-][Si](C)(C)C)(C)C.[Na+].[C:11]1(=[O:17])[CH2:16][CH2:15][CH2:14][CH2:13][CH2:12]1.[CH3:18][C:19]([CH3:35])(C)[C:20](=[O:33])[C:21](=[CH:25][C:26]1[CH:31]=[CH:30][C:29]([F:32])=[CH:28][CH:27]=1)[C:22]([OH:24])=[O:23].[C:36](O)(=O)C, predict the reaction product. The product is: [F:32][C:29]1[CH:30]=[CH:31][C:26]([CH:25]([CH:12]2[CH2:13][CH2:14][CH2:15][CH2:16][C:11]2=[O:17])[CH:21]([C:20](=[O:33])[CH:19]([CH3:35])[CH3:18])[C:22]([O:24][CH3:36])=[O:23])=[CH:27][CH:28]=1. (4) Given the reactants [Br:1][C:2]1[CH:3]=[C:4]2[C:9](=[CH:10][CH:11]=1)[NH:8][CH2:7][CH:6]([NH:12][S:13]([C:16]1[CH:21]=[CH:20][CH:19]=[CH:18][CH:17]=1)(=[O:15])=[O:14])[CH2:5]2.[C:22]1([S:28](Cl)(=[O:30])=[O:29])[CH:27]=[CH:26][CH:25]=[CH:24][CH:23]=1, predict the reaction product. The product is: [C:22]1([S:28]([N:8]2[C:9]3[C:4](=[CH:3][C:2]([Br:1])=[CH:11][CH:10]=3)[CH2:5][CH:6]([NH:12][S:13]([C:16]3[CH:17]=[CH:18][CH:19]=[CH:20][CH:21]=3)(=[O:14])=[O:15])[CH2:7]2)(=[O:30])=[O:29])[CH:27]=[CH:26][CH:25]=[CH:24][CH:23]=1. (5) Given the reactants C(Cl)CCl.[N:5]1([C:14]([O:16][C:17]([CH3:20])([CH3:19])[CH3:18])=[O:15])[CH2:10][CH2:9][CH:8]([C:11]([O-:13])=O)[CH2:7][CH2:6]1.Cl.[CH3:22][NH:23][O:24][CH3:25].C(N(CC)CC)C, predict the reaction product. The product is: [C:17]([O:16][C:14]([N:5]1[CH2:6][CH2:7][CH:8]([C:11](=[O:13])[N:23]([O:24][CH3:25])[CH3:22])[CH2:9][CH2:10]1)=[O:15])([CH3:20])([CH3:19])[CH3:18]. (6) The product is: [F:1][C:2]([F:40])([F:41])[C:3]1[CH:4]=[C:5]([C@H:13]([O:15][C@H:16]2[CH2:21][CH2:20][N:19]([C:22]([N:45]3[CH2:46][CH2:47][N:42]([N:48]4[CH2:53][CH2:52][CH2:51][CH2:50][C:49]4=[O:54])[CH2:43][CH2:44]3)=[O:23])[CH2:18][C@H:17]2[C:34]2[CH:35]=[CH:36][CH:37]=[CH:38][CH:39]=2)[CH3:14])[CH:6]=[C:7]([C:9]([F:12])([F:10])[F:11])[CH:8]=1. Given the reactants [F:1][C:2]([F:41])([F:40])[C:3]1[CH:4]=[C:5]([C@H:13]([O:15][C@H:16]2[CH2:21][CH2:20][N:19]([C:22](OC3C=CC([N+]([O-])=O)=CC=3)=[O:23])[CH2:18][C@H:17]2[C:34]2[CH:39]=[CH:38][CH:37]=[CH:36][CH:35]=2)[CH3:14])[CH:6]=[C:7]([C:9]([F:12])([F:11])[F:10])[CH:8]=1.[N:42]1([N:48]2[CH2:53][CH2:52][CH2:51][CH2:50][C:49]2=[O:54])[CH2:47][CH2:46][NH:45][CH2:44][CH2:43]1, predict the reaction product. (7) Given the reactants [CH2:1]([N:4]1[CH2:9][CH2:8][O:7][C:6]2[CH:10]=[CH:11][C:12]([C:15]3[N:20]4[N:21]=[C:22]([C:24]([O:26]CC)=[O:25])[CH:23]=[C:19]4[N:18]=[C:17]([CH3:29])[C:16]=3[C@H:30]([O:36][C:37]([CH3:40])([CH3:39])[CH3:38])[C:31]([O:33][CH2:34][CH3:35])=[O:32])=[C:13]([Cl:14])[C:5]1=2)[CH:2]=[CH2:3].[OH-].[Na+], predict the reaction product. The product is: [CH2:1]([N:4]1[CH2:9][CH2:8][O:7][C:6]2[CH:10]=[CH:11][C:12]([C:15]3[N:20]4[N:21]=[C:22]([C:24]([OH:26])=[O:25])[CH:23]=[C:19]4[N:18]=[C:17]([CH3:29])[C:16]=3[C@H:30]([O:36][C:37]([CH3:38])([CH3:40])[CH3:39])[C:31]([O:33][CH2:34][CH3:35])=[O:32])=[C:13]([Cl:14])[C:5]1=2)[CH:2]=[CH2:3]. (8) Given the reactants Cl[CH2:2][CH2:3][CH2:4][CH2:5][O:6][C:7]1[CH:8]=[CH:9][C:10]2[CH2:16][CH2:15][NH:14][C:13](=[O:17])[NH:12][C:11]=2[CH:18]=1.[C:19]1([N:29]2[CH2:34][CH2:33][NH:32][CH2:31][CH2:30]2)[C:28]2[C:23](=[CH:24][CH:25]=[CH:26][CH:27]=2)[CH:22]=[CH:21][CH:20]=1.[I-].[K+].C(=O)([O-])[O-].[K+].[K+], predict the reaction product. The product is: [C:19]1([N:29]2[CH2:34][CH2:33][N:32]([CH2:2][CH2:3][CH2:4][CH2:5][O:6][C:7]3[CH:8]=[CH:9][C:10]4[CH2:16][CH2:15][NH:14][C:13](=[O:17])[NH:12][C:11]=4[CH:18]=3)[CH2:31][CH2:30]2)[C:28]2[C:23](=[CH:24][CH:25]=[CH:26][CH:27]=2)[CH:22]=[CH:21][CH:20]=1.